This data is from Peptide-MHC class I binding affinity with 185,985 pairs from IEDB/IMGT. The task is: Regression. Given a peptide amino acid sequence and an MHC pseudo amino acid sequence, predict their binding affinity value. This is MHC class I binding data. The peptide sequence is IISTNTLGK. The MHC is HLA-B07:02 with pseudo-sequence HLA-B07:02. The binding affinity (normalized) is 0.0847.